From a dataset of Forward reaction prediction with 1.9M reactions from USPTO patents (1976-2016). Predict the product of the given reaction. Given the reactants [N:1]1([C:7]2[N:12]3[CH:13]=[C:14]([CH2:16][OH:17])[N:15]=[C:11]3[CH:10]=[CH:9][CH:8]=2)[CH2:6][CH2:5][O:4][CH2:3][CH2:2]1, predict the reaction product. The product is: [N:1]1([C:7]2[N:12]3[CH:13]=[C:14]([CH:16]=[O:17])[N:15]=[C:11]3[CH:10]=[CH:9][CH:8]=2)[CH2:6][CH2:5][O:4][CH2:3][CH2:2]1.